This data is from Reaction yield outcomes from USPTO patents with 853,638 reactions. The task is: Predict the reaction yield, written as a fraction of the theoretical maximum amount of product (1.0 means a 100% yield; for example, 0.34 means a 34% yield). The reactants are [F:1][C:2]1[C:7]([C:8]2[CH:13]=[CH:12][CH:11]=[C:10]([CH2:14][N:15]3[CH2:20][CH2:19][NH:18][C@@H:17]([CH3:21])[CH2:16]3)[CH:9]=2)=[CH:6][C:5]([CH2:22][NH:23][C:24]([C:26]2[CH:27]=[C:28]([CH2:32][CH:33]3[CH2:38][CH2:37][N:36]([C:39]([O:41][C:42]([CH3:45])([CH3:44])[CH3:43])=[O:40])[CH2:35][CH2:34]3)[CH:29]=[CH:30][CH:31]=2)=[O:25])=[CH:4][CH:3]=1.[CH2:46]=O.[BH4-].[Na+]. The catalyst is CO. The product is [CH3:21][C@@H:17]1[N:18]([CH3:46])[CH2:19][CH2:20][N:15]([CH2:14][C:10]2[CH:9]=[C:8]([C:7]3[C:2]([F:1])=[CH:3][CH:4]=[C:5]([CH2:22][NH:23][C:24]([C:26]4[CH:27]=[C:28]([CH2:32][CH:33]5[CH2:34][CH2:35][N:36]([C:39]([O:41][C:42]([CH3:44])([CH3:43])[CH3:45])=[O:40])[CH2:37][CH2:38]5)[CH:29]=[CH:30][CH:31]=4)=[O:25])[CH:6]=3)[CH:13]=[CH:12][CH:11]=2)[CH2:16]1. The yield is 0.990.